This data is from Forward reaction prediction with 1.9M reactions from USPTO patents (1976-2016). The task is: Predict the product of the given reaction. (1) Given the reactants Cl[C:2]1[N:7]2[N:8]=[CH:9][CH:10]=[C:6]2[N:5]=[C:4]([NH:11][C:12](=[O:23])[C:13]2[CH:18]=[CH:17][C:16]([C:19]([OH:22])([CH3:21])[CH3:20])=[CH:15][CH:14]=2)[CH:3]=1.[NH:24]1[CH2:29][CH2:28][NH:27][CH2:26][C:25]1=[O:30], predict the reaction product. The product is: [OH:22][C:19]([C:16]1[CH:17]=[CH:18][C:13]([C:12]([NH:11][C:4]2[CH:3]=[C:2]([N:27]3[CH2:28][CH2:29][NH:24][C:25](=[O:30])[CH2:26]3)[N:7]3[N:8]=[CH:9][CH:10]=[C:6]3[N:5]=2)=[O:23])=[CH:14][CH:15]=1)([CH3:21])[CH3:20]. (2) Given the reactants [Cl:1][C:2]1[CH:7]=[CH:6][C:5]([C:8]2[S:9][CH:10]=[C:11]([CH2:13][OH:14])[N:12]=2)=[CH:4][CH:3]=1.C1C(=O)N([Br:22])C(=O)C1.O, predict the reaction product. The product is: [Br:22][C:10]1[S:9][C:8]([C:5]2[CH:4]=[CH:3][C:2]([Cl:1])=[CH:7][CH:6]=2)=[N:12][C:11]=1[CH2:13][OH:14]. (3) Given the reactants O[C:2]1[C:3]2[CH:16]=[N:15][N:14]([CH3:17])[C:4]=2[NH:5][C:6](=[O:13])[C:7]=1[C:8]([O:10][CH2:11][CH3:12])=[O:9].P(Cl)(Cl)([Cl:20])=O, predict the reaction product. The product is: [Cl:20][C:2]1[C:3]2[CH:16]=[N:15][N:14]([CH3:17])[C:4]=2[NH:5][C:6](=[O:13])[C:7]=1[C:8]([O:10][CH2:11][CH3:12])=[O:9]. (4) Given the reactants [O:1]1[CH:6]=[CH:5][CH2:4][CH2:3][CH2:2]1.[Br:7][CH2:8][CH2:9][CH2:10][CH2:11][OH:12], predict the reaction product. The product is: [Br:7][CH2:8][CH2:9][CH2:10][CH2:11][O:12][CH:6]1[CH2:5][CH2:4][CH2:3][CH2:2][O:1]1. (5) Given the reactants C(C1N=C(C2C=C(OC3CC4N(C(=O)CCCCCC=CC5C(C(O)=O)(NC4=O)C5)C3)C3C(=C(C)C(OC)=CC=3)N=2)SC=1)(C)C.[CH:46]([C:49]1[N:50]=[C:51]([C:54]2[CH:63]=[C:62]([O:64][CH:65]3[CH2:83][CH:82]4[N:67]([C:68](=[O:94])[CH2:69]C[CH2:71][CH2:72][CH2:73][CH2:74][CH:75]=[CH:76][CH:77]5[C:79]([C:85]([NH:87][S:88]([CH:91]6[CH2:93][CH2:92]6)(=[O:90])=[O:89])=[O:86])([NH:80][C:81]4=[O:84])[CH2:78]5)[CH2:66]3)[C:61]3[C:56](=[CH:57][C:58]([O:95][CH3:96])=[CH:59][CH:60]=3)[N:55]=2)[S:52][CH:53]=1)([CH3:48])[CH3:47], predict the reaction product. The product is: [CH:46]([C:49]1[N:50]=[C:51]([C:54]2[CH:63]=[C:62]([O:64][CH:65]3[CH2:83][CH:82]4[N:67]([C:68](=[O:94])[CH2:69][CH2:71][CH2:72][CH2:73][CH2:74][CH:75]=[CH:76][CH:77]5[C:79]([C:85]([NH:87][S:88]([CH:91]6[CH2:92][CH2:93]6)(=[O:90])=[O:89])=[O:86])([NH:80][C:81]4=[O:84])[CH2:78]5)[CH2:66]3)[C:61]3[C:56](=[CH:57][C:58]([O:95][CH3:96])=[CH:59][CH:60]=3)[N:55]=2)[S:52][CH:53]=1)([CH3:48])[CH3:47].